Dataset: Catalyst prediction with 721,799 reactions and 888 catalyst types from USPTO. Task: Predict which catalyst facilitates the given reaction. (1) Reactant: [CH3:1][O:2][C:3]1[CH:4]=[C:5]2[C:9](=[CH:10][CH:11]=1)[N:8]([CH2:12][CH2:13][NH:14][CH3:15])[C:7]([C:16]1[C:17]([CH3:23])=[N:18][N:19]([CH3:22])[C:20]=1[CH3:21])=[C:6]2[CH:24]=O.[CH3:26][NH:27][C:28]([NH:30][C:31]1[CH:32]=[CH:33][C:34]2[O:38][CH2:37][C:36](=[O:39])[C:35]=2[CH:40]=1)=[O:29].O. Product: [CH3:1][O:2][C:3]1[CH:4]=[C:5]2[C:9](=[CH:10][CH:11]=1)[N:8]([CH2:12][CH2:13][NH:14][CH3:15])[C:7]([C:16]1[C:17]([CH3:23])=[N:18][N:19]([CH3:22])[C:20]=1[CH3:21])=[C:6]2/[CH:24]=[C:37]1\[O:38][C:34]2[CH:33]=[CH:32][C:31]([NH:30][C:28]([NH:27][CH3:26])=[O:29])=[CH:40][C:35]=2[C:36]\1=[O:39]. The catalyst class is: 422. (2) Reactant: [OH:1][C:2]1[CH:3]=[CH:4][C:5]2[N:6](C(=O)C)[C:7]3[C:12]([S:13][C:14]=2[CH:15]=1)=[CH:11][C:10]([N+:16]([O-:18])=[O:17])=[CH:9][CH:8]=3.Br[CH2:23][C:24]#[CH:25].C(=O)([O-])[O-].[Na+].[Na+]. Product: [N+:16]([C:10]1[CH:9]=[CH:8][C:7]2[NH:6][C:5]3[C:14]([S:13][C:12]=2[CH:11]=1)=[CH:15][C:2]([O:1][CH2:25][C:24]#[CH:23])=[CH:3][CH:4]=3)([O-:18])=[O:17]. The catalyst class is: 9.